This data is from Reaction yield outcomes from USPTO patents with 853,638 reactions. The task is: Predict the reaction yield, written as a fraction of the theoretical maximum amount of product (1.0 means a 100% yield; for example, 0.34 means a 34% yield). (1) The yield is 0.940. The product is [C:27]([O:26][C:24](=[O:25])[NH:23][CH2:22][CH2:21][CH2:20][CH2:19][C@H:18]([NH2:17])[C:31](=[O:47])[NH:32][CH2:33][CH2:34][N:35]([C:37]([O:39][CH2:40][C:41]1[CH:46]=[CH:45][CH:44]=[CH:43][CH:42]=1)=[O:38])[CH3:36])([CH3:30])([CH3:28])[CH3:29]. The reactants are C1C2C(COC(=O)[NH:17][C@H:18]([C:31](=[O:47])[NH:32][CH2:33][CH2:34][N:35]([C:37]([O:39][CH2:40][C:41]3[CH:46]=[CH:45][CH:44]=[CH:43][CH:42]=3)=[O:38])[CH3:36])[CH2:19][CH2:20][CH2:21][CH2:22][NH:23][C:24]([O:26][C:27]([CH3:30])([CH3:29])[CH3:28])=[O:25])C3C(=CC=CC=3)C=2C=CC=1.N1CCCCC1. No catalyst specified. (2) The reactants are F[P-](F)(F)(F)(F)F.N1(O[P+](N(C)C)(N(C)C)N(C)C)C2C=CC=CC=2N=N1.[Br:28][C:29]1[CH:34]=[CH:33][C:32]([C:35]2[CH:40]=[C:39]([C:41]([F:44])([F:43])[F:42])[N:38]3[N:45]=[C:46]([C:48]([OH:50])=O)[CH:47]=[C:37]3[N:36]=2)=[CH:31][CH:30]=1.[S:51]1[CH:55]=[CH:54][CH:53]=[C:52]1[CH2:56][NH2:57].C(N(CC)CC)C. The catalyst is C1COCC1.C(OCC)C. The product is [S:51]1[CH:55]=[CH:54][CH:53]=[C:52]1[CH2:56][NH:57][C:48]([C:46]1[CH:47]=[C:37]2[N:36]=[C:35]([C:32]3[CH:33]=[CH:34][C:29]([Br:28])=[CH:30][CH:31]=3)[CH:40]=[C:39]([C:41]([F:44])([F:42])[F:43])[N:38]2[N:45]=1)=[O:50]. The yield is 0.730.